The task is: Regression. Given two drug SMILES strings and cell line genomic features, predict the synergy score measuring deviation from expected non-interaction effect.. This data is from NCI-60 drug combinations with 297,098 pairs across 59 cell lines. Drug 1: C1=CC(=CC=C1CCC2=CNC3=C2C(=O)NC(=N3)N)C(=O)NC(CCC(=O)O)C(=O)O. Drug 2: CS(=O)(=O)CCNCC1=CC=C(O1)C2=CC3=C(C=C2)N=CN=C3NC4=CC(=C(C=C4)OCC5=CC(=CC=C5)F)Cl. Cell line: CAKI-1. Synergy scores: CSS=24.4, Synergy_ZIP=0.0609, Synergy_Bliss=1.20, Synergy_Loewe=6.16, Synergy_HSA=6.29.